From a dataset of Catalyst prediction with 721,799 reactions and 888 catalyst types from USPTO. Predict which catalyst facilitates the given reaction. (1) Reactant: [F:1][C:2]1[CH:3]=[C:4]([C@H:9]2[N:14]([CH2:15][C:16]([O:18]CC)=[O:17])[C:13](=[O:21])[C:12]([CH3:23])([CH3:22])[O:11][CH2:10]2)[CH:5]=[C:6]([F:8])[CH:7]=1.[Li+].[OH-]. Product: [F:1][C:2]1[CH:3]=[C:4]([C@H:9]2[N:14]([CH2:15][C:16]([OH:18])=[O:17])[C:13](=[O:21])[C:12]([CH3:23])([CH3:22])[O:11][CH2:10]2)[CH:5]=[C:6]([F:8])[CH:7]=1. The catalyst class is: 20. (2) Reactant: ClC(Cl)(O[C:5](=[O:11])OC(Cl)(Cl)Cl)Cl.[CH2:13]([N:15]1[C:19]2[N:20]=[C:21]([C:31]3[CH:37]=[CH:36][C:34]([NH2:35])=[CH:33][CH:32]=3)[N:22]=[C:23]([N:24]3[CH2:29][CH2:28][O:27][CH2:26][C@@H:25]3[CH3:30])[C:18]=2[N:17]=[N:16]1)[CH3:14].[CH3:38][N:39]1[CH2:44][CH2:43][N:42]([C:45]2[CH:51]=[CH:50][C:48]([NH2:49])=[CH:47][CH:46]=2)[CH2:41][CH2:40]1.CCN(CC)CC. Product: [CH2:13]([N:15]1[C:19]2[N:20]=[C:21]([C:31]3[CH:37]=[CH:36][C:34]([NH:35][C:5]([NH:49][C:48]4[CH:47]=[CH:46][C:45]([N:42]5[CH2:41][CH2:40][N:39]([CH3:38])[CH2:44][CH2:43]5)=[CH:51][CH:50]=4)=[O:11])=[CH:33][CH:32]=3)[N:22]=[C:23]([N:24]3[CH2:29][CH2:28][O:27][CH2:26][C@@H:25]3[CH3:30])[C:18]=2[N:17]=[N:16]1)[CH3:14]. The catalyst class is: 2. (3) Product: [OH:57][C:49]1[C:48]([CH2:47][NH:46][C:12](=[O:14])[C:11]2[CH:10]=[CH:9][C:8]([O:1][C:2]3[CH:3]=[CH:4][CH:5]=[CH:6][CH:7]=3)=[CH:16][CH:15]=2)=[C:53]([NH:54][CH3:55])[CH:52]=[C:51]([CH3:56])[N:50]=1. Reactant: [O:1]([C:8]1[CH:16]=[CH:15][C:11]([C:12]([OH:14])=O)=[CH:10][CH:9]=1)[C:2]1[CH:7]=[CH:6][CH:5]=[CH:4][CH:3]=1.ON1C2C=CC=CC=2N=N1.Cl.CN(C)CCCN=C=NCC.C(N(CC)CC)C.[NH2:46][CH2:47][C:48]1[C:49]([OH:57])=[N:50][C:51]([CH3:56])=[CH:52][C:53]=1[NH:54][CH3:55]. The catalyst class is: 46.